Dataset: Catalyst prediction with 721,799 reactions and 888 catalyst types from USPTO. Task: Predict which catalyst facilitates the given reaction. (1) Reactant: [Br:1][C:2]1[CH:3]=[C:4]([CH:8]=[CH:9][C:10]=1[C:11]#[N:12])[C:5]([OH:7])=[O:6].C(=O)([O-])[O-].[Cs+].[Cs+].[CH2:19](Br)[C:20]1[CH:25]=[CH:24][CH:23]=[CH:22][CH:21]=1.O. Product: [Br:1][C:2]1[CH:3]=[C:4]([CH:8]=[CH:9][C:10]=1[C:11]#[N:12])[C:5]([O:7][CH2:19][C:20]1[CH:25]=[CH:24][CH:23]=[CH:22][CH:21]=1)=[O:6]. The catalyst class is: 372. (2) Reactant: [Br:1][C:2]1[CH:7]=[C:6]([F:8])[CH:5]=[CH:4][C:3]=1[OH:9].[H-].[Na+].[H][H].[Br:14][CH2:15][CH2:16][CH2:17]Br. Product: [Br:1][C:2]1[CH:7]=[C:6]([F:8])[CH:5]=[CH:4][C:3]=1[O:9][CH2:17][CH2:16][CH2:15][Br:14]. The catalyst class is: 214. (3) Reactant: [H-].[Na+].C(=S)=S.CI.C(SC)(=S)O[CH2:10][C:11]1[CH:16]=[CH:15][C:14]([O:17][C:18]2[CH:23]=[CH:22][C:21]([F:24])=[C:20]([NH2:25])[CH:19]=2)=[CH:13][N:12]=1.C([SnH](CCCC)CCCC)CCC.CC(N=NC(C#N)(C)C)(C#N)C. Product: [F:24][C:21]1[CH:22]=[CH:23][C:18]([O:17][C:14]2[CH:13]=[N:12][C:11]([CH3:10])=[CH:16][CH:15]=2)=[CH:19][C:20]=1[NH2:25]. The catalyst class is: 182. (4) Reactant: [CH:1]1([NH:6][C:7]2[C:8]3[N:9]([C:13]([C:23]4[CH:28]=[CH:27][N:26]=[C:25]([NH:29][CH:30]5[CH2:34][CH2:33][CH2:32][CH2:31]5)[N:24]=4)=[C:14]([C:16]4[CH:17]=[C:18]([OH:22])[CH:19]=[CH:20][CH:21]=4)[N:15]=3)[CH:10]=[CH:11][CH:12]=2)[CH2:5][CH2:4][CH2:3][CH2:2]1.C(=O)([O-])[O-].[Cs+].[Cs+].[CH2:41](Br)[CH:42]=[CH2:43].CCOCC. Product: [CH2:43]([O:22][C:18]1[CH:17]=[C:16]([C:14]2[N:15]=[C:8]3[C:7]([NH:6][CH:1]4[CH2:5][CH2:4][CH2:3][CH2:2]4)=[CH:12][CH:11]=[CH:10][N:9]3[C:13]=2[C:23]2[CH:28]=[CH:27][N:26]=[C:25]([NH:29][CH:30]3[CH2:34][CH2:33][CH2:32][CH2:31]3)[N:24]=2)[CH:21]=[CH:20][CH:19]=1)[CH:42]=[CH2:41]. The catalyst class is: 35. (5) Reactant: Cl.[Cl:2][C:3]1[CH:8]=[CH:7][CH:6]=[CH:5][C:4]=1[N:9]1[CH:13]([C:14]2[CH:15]=[N:16][C:17]([C:20]3[CH2:21][CH2:22][NH:23][CH2:24][CH:25]=3)=[CH:18][CH:19]=2)[CH2:12][C:11]([C:26]([C:32]([F:35])([F:34])[F:33])([C:28]([F:31])([F:30])[F:29])[OH:27])=[N:10]1.[CH3:36][S:37](Cl)(=[O:39])=[O:38].C(N(CC)CC)C. Product: [Cl:2][C:3]1[CH:8]=[CH:7][CH:6]=[CH:5][C:4]=1[N:9]1[CH:13]([C:14]2[CH:15]=[N:16][C:17]([C:20]3[CH2:21][CH2:22][N:23]([S:37]([CH3:36])(=[O:39])=[O:38])[CH2:24][CH:25]=3)=[CH:18][CH:19]=2)[CH2:12][C:11]([C:26]([C:28]([F:31])([F:29])[F:30])([C:32]([F:33])([F:35])[F:34])[OH:27])=[N:10]1. The catalyst class is: 4. (6) Reactant: Cl[C:2]1[C:3](=[O:18])[N:4]([CH:15]([CH3:17])[CH3:16])[S:5](=[O:14])(=[O:13])[C:6]=1[C:7]1[CH:12]=[CH:11][CH:10]=[CH:9][CH:8]=1.[CH2:19]([NH2:26])[C:20]1[CH:25]=[CH:24][CH:23]=[CH:22][CH:21]=1. Product: [CH2:19]([NH:26][C:2]1[C:3](=[O:18])[N:4]([CH:15]([CH3:17])[CH3:16])[S:5](=[O:14])(=[O:13])[C:6]=1[C:7]1[CH:12]=[CH:11][CH:10]=[CH:9][CH:8]=1)[C:20]1[CH:25]=[CH:24][CH:23]=[CH:22][CH:21]=1. The catalyst class is: 23. (7) Reactant: [O:1]1[CH2:6][CH2:5][N:4]([C:7]2[CH:15]=[CH:14][C:10]([C:11]([OH:13])=O)=[CH:9][CH:8]=2)[CH2:3][CH2:2]1.C(N1C=CN=C1)(N1C=CN=C1)=O.C(=O)=O.[NH2:31][C@@H:32]1[CH2:41][CH2:40][C:39]2[C:34](=[C:35]([N:44]3[CH2:49][CH2:48][N:47]([CH3:50])[CH2:46][CH2:45]3)[CH:36]=[CH:37][C:38]=2[O:42][CH3:43])[CH2:33]1. Product: [CH3:43][O:42][C:38]1[CH:37]=[CH:36][C:35]([N:44]2[CH2:45][CH2:46][N:47]([CH3:50])[CH2:48][CH2:49]2)=[C:34]2[C:39]=1[CH2:40][CH2:41][C@@H:32]([NH:31][C:11](=[O:13])[C:10]1[CH:9]=[CH:8][C:7]([N:4]3[CH2:3][CH2:2][O:1][CH2:6][CH2:5]3)=[CH:15][CH:14]=1)[CH2:33]2. The catalyst class is: 9. (8) Reactant: [NH2:1][CH2:2][C@H:3]([OH:5])[CH3:4].[C:6](O[C:6]([O:8][C:9]([CH3:12])([CH3:11])[CH3:10])=[O:7])([O:8][C:9]([CH3:12])([CH3:11])[CH3:10])=[O:7].C(N(CC)CC)C. Product: [OH:5][C@H:3]([CH3:4])[CH2:2][NH:1][C:6](=[O:7])[O:8][C:9]([CH3:12])([CH3:11])[CH3:10]. The catalyst class is: 4.